This data is from Catalyst prediction with 721,799 reactions and 888 catalyst types from USPTO. The task is: Predict which catalyst facilitates the given reaction. (1) Reactant: CS(O[C@H:6]1[CH2:11][CH2:10][C@@H:9]([C:12]2[CH:17]=[CH:16][C:15]([C:18]3[N:23]=[C:22]4[N:24]([CH2:44][O:45][CH2:46][CH2:47][Si:48]([CH3:51])([CH3:50])[CH3:49])[C:25]([O:27][C@@H:28]5[CH2:32][O:31][C@@H:30]6[C@H:33]([O:36][Si:37]([C:40]([CH3:43])([CH3:42])[CH3:41])([CH3:39])[CH3:38])[CH2:34][O:35][C@H:29]56)=[N:26][C:21]4=[CH:20][C:19]=3[Cl:52])=[CH:14][CH:13]=2)[CH2:8][CH2:7]1)(=O)=O.[N-:53]=[N+:54]=[N-:55].[Na+]. Product: [N:53]([C@H:6]1[CH2:7][CH2:8][C@H:9]([C:12]2[CH:13]=[CH:14][C:15]([C:18]3[N:23]=[C:22]4[N:24]([CH2:44][O:45][CH2:46][CH2:47][Si:48]([CH3:51])([CH3:49])[CH3:50])[C:25]([O:27][C@@H:28]5[CH2:32][O:31][C@@H:30]6[C@H:33]([O:36][Si:37]([C:40]([CH3:43])([CH3:41])[CH3:42])([CH3:39])[CH3:38])[CH2:34][O:35][C@H:29]56)=[N:26][C:21]4=[CH:20][C:19]=3[Cl:52])=[CH:16][CH:17]=2)[CH2:10][CH2:11]1)=[N+:54]=[N-:55]. The catalyst class is: 9. (2) Reactant: [CH2:1]1[C:10]2[C:5](=[CH:6][CH:7]=[N:8][CH:9]=2)[CH2:4][CH2:3][NH:2]1.[CH3:11][C:12]([O:15][C:16](O[C:16]([O:15][C:12]([CH3:14])([CH3:13])[CH3:11])=[O:17])=[O:17])([CH3:14])[CH3:13]. Product: [CH2:9]1[C:10]2[C:5](=[CH:4][CH:3]=[N:2][CH:1]=2)[CH2:6][CH2:7][N:8]1[C:16]([O:15][C:12]([CH3:14])([CH3:13])[CH3:11])=[O:17]. The catalyst class is: 649. (3) Reactant: Br[CH2:2][CH:3]1[O:7][CH2:6][CH2:5][O:4]1.[CH2:8]([CH2:10][NH2:11])[OH:9].C(=O)([O-])[O-].[K+].[K+].ClCCl. Product: [NH3:11].[O:4]1[CH2:5][CH2:6][O:7][CH:3]1[CH2:2][NH:11][CH2:10][CH2:8][OH:9]. The catalyst class is: 12. (4) Product: [Br:1][C:2]1[CH:16]=[CH:15][C:14]([S:18]([Cl:17])(=[O:20])=[O:19])=[C:4]([CH2:5][CH2:6][NH:7][C:8](=[O:13])[C:9]([F:11])([F:12])[F:10])[CH:3]=1. Reactant: [Br:1][C:2]1[CH:3]=[C:4]([CH:14]=[CH:15][CH:16]=1)[CH2:5][CH2:6][NH:7][C:8](=[O:13])[C:9]([F:12])([F:11])[F:10].[Cl:17][S:18](O)(=[O:20])=[O:19]. The catalyst class is: 2. (5) Reactant: [OH:1][C:2]1[CH:7]=[CH:6][C:5]([CH2:8][NH:9][C:10](=[O:18])[C:11]2[CH:16]=[CH:15][CH:14]=[N:13][C:12]=2[NH2:17])=[CH:4][CH:3]=1.CS(O)(=O)=O.[CH3:24][O:25][CH2:26][CH2:27][CH2:28][CH2:29][CH2:30][CH2:31][CH3:32].C(=O)([O-])[O-].[Cs+].[Cs+].CN(C=O)C. Product: [CH3:24][O:25][CH2:26][CH2:27][CH2:28][CH2:29][CH2:30][CH2:31][CH2:32][O:1][C:2]1[CH:3]=[CH:4][C:5]([CH2:8][NH:9][C:10](=[O:18])[C:11]2[CH:16]=[CH:15][CH:14]=[N:13][C:12]=2[NH2:17])=[CH:6][CH:7]=1. The catalyst class is: 6. (6) Reactant: [CH3:1][C:2]1[CH:6]=[CH:5][S:4][C:3]=1[C:7]([O:9][CH3:10])=[O:8].[OH-].[Na+].[Br:13]Br. Product: [Br:13][C:6]1[C:2]([CH3:1])=[C:3]([C:7]([O:9][CH3:10])=[O:8])[S:4][CH:5]=1. The catalyst class is: 183. (7) Reactant: [CH2:1]([O:3][C:4](=[O:39])[C:5]1[CH:10]=[CH:9][C:8]([NH:11][C:12](=[O:38])[CH:13]([N:20]2[C:24]3[CH:25]=[C:26]([F:30])[C:27]([F:29])=[CH:28][C:23]=3[N:22]=[C:21]2[C:31]2[CH:36]=[CH:35][C:34]([Cl:37])=[CH:33][CH:32]=2)[CH:14]2[CH2:19][CH2:18][CH2:17][CH2:16][CH2:15]2)=[CH:7][CH:6]=1)C.ClC1C=CC(C2N(C(C3CCCCC3)C(NC[C@H]3CC[C@H](C(O)=O)CC3)=O)C3C=CC(F)=CC=3N=2)=CC=1.COC(=O)C1C=CC(N)=C([O:87][C:88]([F:91])([F:90])[F:89])C=1. Product: [CH3:1][O:3][C:4](=[O:39])[C:5]1[CH:6]=[CH:7][C:8]([NH:11][C:12](=[O:38])[CH:13]([N:20]2[C:24]3[CH:25]=[C:26]([F:30])[C:27]([F:29])=[CH:28][C:23]=3[N:22]=[C:21]2[C:31]2[CH:36]=[CH:35][C:34]([Cl:37])=[CH:33][CH:32]=2)[CH:14]2[CH2:19][CH2:18][CH2:17][CH2:16][CH2:15]2)=[C:9]([O:87][C:88]([F:91])([F:90])[F:89])[CH:10]=1. The catalyst class is: 17.